Dataset: Forward reaction prediction with 1.9M reactions from USPTO patents (1976-2016). Task: Predict the product of the given reaction. (1) Given the reactants [F:1][C:2]1[CH:3]=[C:4]([CH:9]=[C:10]([F:13])[C:11]=1[OH:12])[C:5]([O:7][CH3:8])=[O:6].[CH2:14](Br)[C:15]#[CH:16].C(=O)([O-])[O-].[Cs+].[Cs+], predict the reaction product. The product is: [F:1][C:2]1[CH:3]=[C:4]([CH:9]=[C:10]([F:13])[C:11]=1[O:12][CH2:16][C:15]#[CH:14])[C:5]([O:7][CH3:8])=[O:6]. (2) Given the reactants [NH2:1][C:2]1[CH:7]=[CH:6][CH:5]=[C:4]([NH2:8])[N:3]=1.O.C(=O)(O)[O-].[Na+].Cl[CH2:16][CH:17]=O, predict the reaction product. The product is: [N:1]1[CH:16]=[CH:17][N:3]2[C:4]([NH2:8])=[CH:5][CH:6]=[CH:7][C:2]=12. (3) The product is: [NH2:14][C:15]1[C:24]2[N:25]=[C:26]([CH2:33][O:34][NH:35][C:11]([CH:8]3[CH2:10][CH2:9]3)=[O:12])[N:27]([CH2:28][C:29]([OH:31])([CH3:32])[CH3:30])[C:23]=2[C:22]2[CH:21]=[CH:20][CH:19]=[CH:18][C:17]=2[N:16]=1. Given the reactants C(N(CC)CC)C.[CH:8]1([C:11](Cl)=[O:12])[CH2:10][CH2:9]1.[NH2:14][C:15]1[C:24]2[N:25]=[C:26]([CH2:33][O:34][NH2:35])[N:27]([CH2:28][C:29]([CH3:32])([OH:31])[CH3:30])[C:23]=2[C:22]2[CH:21]=[CH:20][CH:19]=[CH:18][C:17]=2[N:16]=1, predict the reaction product. (4) Given the reactants Br[C:2]1[C:6]2[CH:7]=[N:8][C:9]([NH:11][C:12]([NH:14][C@@H:15]([C:17]3[CH:22]=[CH:21][CH:20]=[CH:19][CH:18]=3)[CH3:16])=[O:13])=[CH:10][C:5]=2[N:4]([C:23]([C:36]2[CH:41]=[CH:40][CH:39]=[CH:38][CH:37]=2)([C:30]2[CH:35]=[CH:34][CH:33]=[CH:32][CH:31]=2)[C:24]2[CH:29]=[CH:28][CH:27]=[CH:26][CH:25]=2)[N:3]=1.[CH3:42][N:43]1[CH:47]=[CH:46][C:45](B2OC(C)(C)C(C)(C)O2)=[N:44]1.C([O-])([O-])=O.[Na+].[Na+], predict the reaction product. The product is: [CH3:42][N:43]1[CH:47]=[CH:46][C:45]([C:2]2[C:6]3[CH:7]=[N:8][C:9]([NH:11][C:12]([NH:14][C@@H:15]([C:17]4[CH:22]=[CH:21][CH:20]=[CH:19][CH:18]=4)[CH3:16])=[O:13])=[CH:10][C:5]=3[N:4]([C:23]([C:36]3[CH:41]=[CH:40][CH:39]=[CH:38][CH:37]=3)([C:30]3[CH:35]=[CH:34][CH:33]=[CH:32][CH:31]=3)[C:24]3[CH:29]=[CH:28][CH:27]=[CH:26][CH:25]=3)[N:3]=2)=[N:44]1. (5) Given the reactants [C:1](Cl)(=[O:5])[O:2][CH2:3][CH3:4].[NH:7]1[CH2:11][CH2:10][CH2:9][C@@H:8]1[C:12]([OH:14])=[O:13].C(=O)([O-])[O-].[Na+].[Na+], predict the reaction product. The product is: [CH2:3]([O:2][C:1]([N:7]1[CH2:11][CH2:10][CH2:9][C@@H:8]1[C:12]([OH:14])=[O:13])=[O:5])[CH3:4]. (6) Given the reactants [CH2:1]([N:8]1[C:16]2[C:11](=[CH:12][CH:13]=[C:14]([C:17]([O:19][CH2:20][CH3:21])=[O:18])[CH:15]=2)[C:10]([C:22]([OH:24])=O)=[C:9]1[CH:25]([CH3:27])[CH3:26])[C:2]1[CH:7]=[CH:6][CH:5]=[CH:4][CH:3]=1.C(Cl)CCl.[F:32][C:33]1[CH:34]=[C:35]([CH2:39][NH2:40])[CH:36]=[N:37][CH:38]=1, predict the reaction product. The product is: [CH2:1]([N:8]1[C:16]2[C:11](=[CH:12][CH:13]=[C:14]([C:17]([O:19][CH2:20][CH3:21])=[O:18])[CH:15]=2)[C:10]([C:22](=[O:24])[NH:40][CH2:39][C:35]2[CH:36]=[N:37][CH:38]=[C:33]([F:32])[CH:34]=2)=[C:9]1[CH:25]([CH3:27])[CH3:26])[C:2]1[CH:7]=[CH:6][CH:5]=[CH:4][CH:3]=1. (7) Given the reactants [CH:1]1([CH2:6][C@@H:7]([C:20]([NH:22][NH:23][C:24]2[C:29]([F:30])=[C:28]([N:31]3[CH2:37][CH:36]([N:38]([CH3:40])[CH3:39])[C:33]4([CH2:35][CH2:34]4)[CH2:32]3)[N:27]=[C:26]([CH2:41][CH3:42])[N:25]=2)=[O:21])[CH2:8][N:9]([O:12]CC2C=CC=CC=2)[CH:10]=[O:11])[CH2:5][CH2:4][CH2:3][CH2:2]1, predict the reaction product. The product is: [CH:1]1([CH2:6][C@@H:7]([C:20]([NH:22][NH:23][C:24]2[C:29]([F:30])=[C:28]([N:31]3[CH2:37][CH:36]([N:38]([CH3:40])[CH3:39])[C:33]4([CH2:35][CH2:34]4)[CH2:32]3)[N:27]=[C:26]([CH2:41][CH3:42])[N:25]=2)=[O:21])[CH2:8][N:9]([OH:12])[CH:10]=[O:11])[CH2:2][CH2:3][CH2:4][CH2:5]1. (8) Given the reactants [CH3:1][CH2:2][C@H:3]1[O:18][C:16](=[O:17])[C@H:15]([CH3:19])[C@@H:14]([O:20][C@@H]2O[C@@H](C)[C@H](O)[C@@](OC)(C)C2)[C@H:13]([CH3:32])[C@@H:12]([O:33][C@@H:34]2[O:39][C@H:38]([CH3:40])[CH2:37][C@H:36]([N:41](C)[CH3:42])[C@H:35]2[OH:44])[C@@:11]([OH:46])([CH3:45])[CH2:10][C@@H:9]([CH3:47])[CH2:8][N:7]([CH3:48])[C@H:6]([CH3:49])[C@@H:5]([OH:50])[C@@:4]1([OH:52])[CH3:51].C([O-])(=O)C.[Na+].II.[OH-].[Na+], predict the reaction product. The product is: [CH2:2]([C@@H:3]1[C@:4]([OH:52])([CH3:51])[C@H:5]([OH:50])[C@@H:6]([CH3:49])[N:7]([CH3:48])[CH2:8][C@H:9]([CH3:47])[CH2:10][C@:11]([OH:46])([CH3:45])[C@H:12]([O:33][C@@H:34]2[C@H:35]([OH:44])[C@@H:36]([NH:41][CH3:42])[CH2:37][C@@H:38]([CH3:40])[O:39]2)[C@@H:13]([CH3:32])[C@H:14]([OH:20])[C@@H:15]([CH3:19])[C:16](=[O:17])[O:18]1)[CH3:1]. (9) Given the reactants [CH2:1]([S:3][CH2:4][C:5]([C:8]1[N:9](S(C)(=O)=O)[C:10]2[C:15]([CH:16]=1)=[CH:14][C:13]([C:17]#[N:18])=[C:12]([C:19]([F:22])([F:21])[F:20])[CH:11]=2)([OH:7])[CH3:6])[CH3:2].[OH-].[Na+], predict the reaction product. The product is: [CH2:1]([S:3][CH2:4][C:5]([C:8]1[NH:9][C:10]2[C:15]([CH:16]=1)=[CH:14][C:13]([C:17]#[N:18])=[C:12]([C:19]([F:21])([F:20])[F:22])[CH:11]=2)([OH:7])[CH3:6])[CH3:2]. (10) Given the reactants COC1C=CC(C[N:10]2[C:14]3[N:15]=[C:16](N4CCOCC4)[N:17]=[C:18]([N:19]4[CH2:23][CH2:22][C@@:21](C)([OH:24])[CH2:20]4)[C:13]=3[N:12]=[N:11]2)=CC=1.[C:32](O)([C:34]([F:37])([F:36])[F:35])=[O:33], predict the reaction product. The product is: [F:35][C:34]([F:37])([F:36])[CH2:32][O:33][C:16]1[N:17]=[C:18]([N:19]2[CH2:23][CH2:22][C@H:21]([OH:24])[CH2:20]2)[C:13]2[N:12]=[N:11][NH:10][C:14]=2[N:15]=1.